From a dataset of Forward reaction prediction with 1.9M reactions from USPTO patents (1976-2016). Predict the product of the given reaction. Given the reactants [CH3:1][O:2][C:3]1[CH:27]=[C:26]([O:28][CH3:29])[CH:25]=[CH:24][C:4]=1[CH2:5][N:6]1[C:9](=[O:10])[C@@H:8]([NH:11][C:12](=[O:21])[O:13][CH2:14][C:15]2[CH:20]=[CH:19][CH:18]=[CH:17][CH:16]=2)[C@H:7]1[CH:22]=[O:23].[BH4-].[Na+], predict the reaction product. The product is: [CH3:1][O:2][C:3]1[CH:27]=[C:26]([O:28][CH3:29])[CH:25]=[CH:24][C:4]=1[CH2:5][N:6]1[C:9](=[O:10])[C@@H:8]([NH:11][C:12](=[O:21])[O:13][CH2:14][C:15]2[CH:20]=[CH:19][CH:18]=[CH:17][CH:16]=2)[C@H:7]1[CH2:22][OH:23].